Dataset: Reaction yield outcomes from USPTO patents with 853,638 reactions. Task: Predict the reaction yield, written as a fraction of the theoretical maximum amount of product (1.0 means a 100% yield; for example, 0.34 means a 34% yield). (1) The reactants are C(OP([CH2:9][C:10]#[N:11])(OCC)=O)C.[H-].[Na+].[F:14][C:15]1[CH:20]=[CH:19][C:18]([C:21]2[NH:22][CH:23]=[C:24]([CH:32]=O)[C:25]=2[C:26]2[CH:31]=[CH:30][N:29]=[CH:28][CH:27]=2)=[CH:17][CH:16]=1.O. The catalyst is O1CCCC1. The product is [F:14][C:15]1[CH:16]=[CH:17][C:18]([C:21]2[NH:22][CH:23]=[C:24]([CH:32]=[CH:9][C:10]#[N:11])[C:25]=2[C:26]2[CH:31]=[CH:30][N:29]=[CH:28][CH:27]=2)=[CH:19][CH:20]=1. The yield is 0.680. (2) The reactants are [Cl:1][C:2]1[CH:7]=[CH:6][CH:5]=[C:4]([F:8])[C:3]=1[C:9]1[S:10][CH:11]=[C:12]([CH2:14][OH:15])[N:13]=1.I(C1C=CC=CC=1C(O)=O)(=O)=O. The catalyst is CCOC(C)=O. The product is [Cl:1][C:2]1[CH:7]=[CH:6][CH:5]=[C:4]([F:8])[C:3]=1[C:9]1[S:10][CH:11]=[C:12]([CH:14]=[O:15])[N:13]=1. The yield is 0.930. (3) The reactants are [Mg].Br[C:3]1[CH:4]=[C:5]([C:9]2[CH:18]=[CH:17][C:16]3[C:11](=CC=CC=3)[CH:10]=2)[CH:6]=[CH:7][CH:8]=1.[C:19]1(=[O:29])[O:24][C:22](=[O:23])[C:21]2=[CH:25][CH:26]=[CH:27][CH:28]=[C:20]12.Cl. The catalyst is CCOCC.C1C=CC=CC=1. The product is [C:5]1([C:9]2[CH:18]=[C:17]([CH:16]=[CH:11][CH:10]=2)[C:22]([C:21]2[CH:25]=[CH:26][CH:27]=[CH:28][C:20]=2[C:19]([OH:24])=[O:29])=[O:23])[CH:6]=[CH:7][CH:8]=[CH:3][CH:4]=1. The yield is 0.690. (4) The yield is 0.450. The product is [CH2:1]([O:3][C:4](=[O:17])[CH2:5][O:6][C:7]1[CH:12]=[CH:11][C:10]([NH2:13])=[CH:9][C:8]=1[F:16])[CH3:2]. The reactants are [CH2:1]([O:3][C:4](=[O:17])[CH2:5][O:6][C:7]1[CH:12]=[CH:11][C:10]([N+:13]([O-])=O)=[CH:9][C:8]=1[F:16])[CH3:2].Cl. The catalyst is CCO.[Pd]. (5) The reactants are Cl[Si](C)(C)C.[I-].[Na+].[Si]([O:15][CH2:16][CH2:17][C:18]1[CH:22]=[CH:21][S:20][C:19]=1[CH:23]([C:25]1[CH:30]=[CH:29][C:28]([F:31])=[CH:27][CH:26]=1)O)(C(C)(C)C)(C)C.[OH-].[Na+]. The catalyst is C(#N)C.O. The product is [F:31][C:28]1[CH:29]=[CH:30][C:25]([CH2:23][C:19]2[S:20][CH:21]=[CH:22][C:18]=2[CH2:17][CH2:16][OH:15])=[CH:26][CH:27]=1. The yield is 0.750. (6) The reactants are [CH2:1]([N:4]1[C@@H:13]2[C@H:8]([C:9]3[CH:17]=[CH:16][C:15]([N+:18]([O-])=O)=[CH:14][C:10]=3[CH2:11][CH2:12]2)[CH2:7][CH2:6][CH2:5]1)[CH:2]=[CH2:3].[Sn](Cl)(Cl)(Cl)Cl. The catalyst is CO. The product is [CH2:1]([N:4]1[C@@H:13]2[C@H:8]([C:9]3[CH:17]=[CH:16][C:15]([NH2:18])=[CH:14][C:10]=3[CH2:11][CH2:12]2)[CH2:7][CH2:6][CH2:5]1)[CH:2]=[CH2:3]. The yield is 0.460. (7) The reactants are [Cl:1][C:2]1[CH:3]=[C:4]2[C:9](=[CH:10][C:11]=1[O:12][C:13]1[CH:18]=[CH:17][C:16]([C:19](=[O:32])[NH:20][CH2:21][CH:22]([C:25]3[CH:30]=[CH:29][C:28]([Cl:31])=[CH:27][CH:26]=3)[O:23][CH3:24])=[CH:15][CH:14]=1)[O:8][CH2:7][CH2:6][CH:5]2[C:33]([OH:35])=[O:34].C[O-].[Na+:38]. The catalyst is CO. The product is [Cl:1][C:2]1[CH:3]=[C:4]2[C:9](=[CH:10][C:11]=1[O:12][C:13]1[CH:18]=[CH:17][C:16]([C:19](=[O:32])[NH:20][CH2:21][CH:22]([C:25]3[CH:26]=[CH:27][C:28]([Cl:31])=[CH:29][CH:30]=3)[O:23][CH3:24])=[CH:15][CH:14]=1)[O:8][CH2:7][CH2:6][CH:5]2[C:33]([O-:35])=[O:34].[Na+:38]. The yield is 0.959. (8) The reactants are [CH3:1][O:2][C:3]1[CH:4]=[C:5]2[C:10](=[CH:11][C:12]=1[O:13][CH3:14])[N:9]=[CH:8][CH:7]=[C:6]2[O:15][C:16]1[C:22]([CH3:23])=[CH:21][C:19]([NH2:20])=[C:18]([CH3:24])[CH:17]=1.[C:25]1(C)C=CC=CC=1.C(N(CC)CC)C.ClC(Cl)(O[C:43](=[O:49])[O:44][C:45](Cl)(Cl)Cl)Cl.[F:51][C:52]([F:64])([F:63])[O:53][C:54]1[CH:62]=[CH:61][C:57](C(O)C)=[CH:56][CH:55]=1. The catalyst is C(Cl)Cl. The product is [CH3:1][O:2][C:3]1[CH:4]=[C:5]2[C:10](=[CH:11][C:12]=1[O:13][CH3:14])[N:9]=[CH:8][CH:7]=[C:6]2[O:15][C:16]1[C:22]([CH3:23])=[CH:21][C:19]([NH:20][C:43](=[O:49])[O:44][CH:45]([C:61]2[CH:57]=[CH:56][CH:55]=[C:54]([O:53][C:52]([F:51])([F:63])[F:64])[CH:62]=2)[CH3:25])=[C:18]([CH3:24])[CH:17]=1. The yield is 0.480. (9) The reactants are [CH2:1]([N:8]1[CH2:13][CH2:12][CH:11]([NH2:14])[CH2:10][CH2:9]1)[C:2]1[CH:7]=[CH:6][CH:5]=[CH:4][CH:3]=1.[CH2:15]([N:17]([CH2:27][CH3:28])[C:18](=[O:26])[C:19]1[CH:24]=[CH:23][C:22](Br)=[CH:21][CH:20]=1)[CH3:16].C1C=CC(P(C2C(C3C(P(C4C=CC=CC=4)C4C=CC=CC=4)=CC=C4C=3C=CC=C4)=C3C(C=CC=C3)=CC=2)C2C=CC=CC=2)=CC=1.CC(C)([O-])C.[Na+]. The catalyst is C1(C)C=CC=CC=1.C(OCC)(=O)C.C([O-])(=O)C.[Pd+2].C([O-])(=O)C. The product is [CH2:1]([N:8]1[CH2:13][CH2:12][CH:11]([NH:14][C:22]2[CH:23]=[CH:24][C:19]([C:18]([N:17]([CH2:15][CH3:16])[CH2:27][CH3:28])=[O:26])=[CH:20][CH:21]=2)[CH2:10][CH2:9]1)[C:2]1[CH:3]=[CH:4][CH:5]=[CH:6][CH:7]=1. The yield is 0.770.